From a dataset of Tox21: 12 toxicity assays (nuclear receptors and stress response pathways). Binary classification across 12 toxicity assays. (1) The molecule is Cc1c(-c2ccc(O)cc2)n(Cc2ccc(OCCN3CCCCCC3)cc2)c2ccc(O)cc12. It tested positive (active) for: NR-Aromatase (Aromatase enzyme inhibition), and SR-MMP (Mitochondrial Membrane Potential disruption). (2) The compound is c1ccc(OCCOc2ccccc2)cc1. It tested positive (active) for: NR-AhR (Aryl hydrocarbon Receptor agonist activity), NR-ER (Estrogen Receptor agonist activity), and SR-MMP (Mitochondrial Membrane Potential disruption). (3) The compound is CC(C)(C)c1ccc(OP(=O)(Oc2ccccc2)Oc2ccccc2)cc1. It tested positive (active) for: SR-ARE (Antioxidant Response Element (oxidative stress)). (4) It tested positive (active) for: NR-ER (Estrogen Receptor agonist activity). The drug is CC1(N)CCC(C(C)(C)N)CC1. (5) The drug is CC(C)c1cccc(O)c1. It tested positive (active) for: SR-MMP (Mitochondrial Membrane Potential disruption). (6) The molecule is CN(C)c1ccc(SC#N)cc1. It tested positive (active) for: NR-ER (Estrogen Receptor agonist activity), and SR-HSE (Heat Shock Element response). (7) The molecule is CC=CC=NNC(=O)c1ccncc1. It tested positive (active) for: NR-AhR (Aryl hydrocarbon Receptor agonist activity), and SR-ARE (Antioxidant Response Element (oxidative stress)).